From a dataset of Forward reaction prediction with 1.9M reactions from USPTO patents (1976-2016). Predict the product of the given reaction. (1) Given the reactants [O:1]1[CH2:5][CH2:4][N:3]=[C:2]1[C:6]1[CH:7]=[CH:8][C:9]([O:14][CH:15]([CH3:17])[CH3:16])=[C:10]([CH:13]=1)[C:11]#[N:12].[Br:18]NC(=O)CCC(N)=O, predict the reaction product. The product is: [Br:18][C:5]1[O:1][C:2]([C:6]2[CH:7]=[CH:8][C:9]([O:14][CH:15]([CH3:17])[CH3:16])=[C:10]([CH:13]=2)[C:11]#[N:12])=[N:3][CH:4]=1. (2) Given the reactants [NH2:1][C:2]1[S:3][C:4]([CH2:7][CH2:8][C@H:9]2[C:12](=[O:13])[NH:11][C@@H:10]2[C:14]([O:16][CH2:17][C:18]2[CH:23]=[CH:22][CH:21]=[CH:20][CH:19]=2)=[O:15])=[CH:5][N:6]=1.[C:24]([O:28][C:29](O[C:29]([O:28][C:24]([CH3:27])([CH3:26])[CH3:25])=[O:30])=[O:30])([CH3:27])([CH3:26])[CH3:25], predict the reaction product. The product is: [C:24]([O:28][C:29]([NH:1][C:2]1[S:3][C:4]([CH2:7][CH2:8][C@H:9]2[C:12](=[O:13])[NH:11][C@@H:10]2[C:14]([O:16][CH2:17][C:18]2[CH:23]=[CH:22][CH:21]=[CH:20][CH:19]=2)=[O:15])=[CH:5][N:6]=1)=[O:30])([CH3:27])([CH3:26])[CH3:25]. (3) Given the reactants Br[C:2]1[C:3]2[N:4]([N:9]=[C:10]([NH2:12])[N:11]=2)[CH:5]=[C:6]([CH3:8])[CH:7]=1.[F:13][C:14]1[CH:15]=[C:16](B(O)O)[CH:17]=[CH:18][C:19]=1[F:20], predict the reaction product. The product is: [F:13][C:14]1[CH:15]=[C:16]([C:2]2[C:3]3[N:4]([N:9]=[C:10]([NH2:12])[N:11]=3)[CH:5]=[C:6]([CH3:8])[CH:7]=2)[CH:17]=[CH:18][C:19]=1[F:20]. (4) Given the reactants [F:1][C:2]1[C:11]([C:12]#[N:13])=[C:6]2[CH:7]([OH:10])[CH2:8][O:9][C:5]2=[CH:4][CH:3]=1.B.C1COCC1.CO, predict the reaction product. The product is: [NH2:13][CH2:12][C:11]1[C:6]2[CH:7]([OH:10])[CH2:8][O:9][C:5]=2[CH:4]=[CH:3][C:2]=1[F:1]. (5) Given the reactants Cl[C:2]1[N:7]=[CH:6][N:5]=[C:4]([NH:8][C:9]2[CH:10]=[C:11]([CH:22]=[CH:23][CH:24]=2)[CH2:12][S:13](=[N:16][C:17](=[O:21])[O:18][CH2:19][CH3:20])([CH3:15])=[O:14])[N:3]=1.[Cl:25][C:26]1[C:27]([O:35][CH3:36])=[C:28](B(O)O)[CH:29]=[CH:30][CH:31]=1, predict the reaction product. The product is: [Cl:25][C:26]1[C:27]([O:35][CH3:36])=[C:28]([C:2]2[N:7]=[CH:6][N:5]=[C:4]([NH:8][C:9]3[CH:10]=[C:11]([CH:22]=[CH:23][CH:24]=3)[CH2:12][S:13](=[N:16][C:17](=[O:21])[O:18][CH2:19][CH3:20])([CH3:15])=[O:14])[N:3]=2)[CH:29]=[CH:30][CH:31]=1. (6) The product is: [F:1][C:2]1[CH:7]=[CH:6][C:5]([CH2:8][C:9]2[CH:18]=[C:17]3[C:12]([C:13]([OH:26])=[C:14]([C:21]([NH:28][CH2:29][C:30]4([OH:36])[CH2:35][CH2:34][CH2:33][CH2:32][CH2:31]4)=[O:22])[C:15](=[O:20])[N:16]3[CH3:19])=[N:11][CH:10]=2)=[CH:4][CH:3]=1. Given the reactants [F:1][C:2]1[CH:7]=[CH:6][C:5]([CH2:8][C:9]2[CH:18]=[C:17]3[C:12]([C:13]([OH:26])=[C:14]([C:21](OCC)=[O:22])[C:15](=[O:20])[N:16]3[CH3:19])=[N:11][CH:10]=2)=[CH:4][CH:3]=1.Cl.[NH2:28][CH2:29][C:30]1([OH:36])[CH2:35][CH2:34][CH2:33][CH2:32][CH2:31]1.C(N(CC)CC)C, predict the reaction product. (7) Given the reactants [Cl:1][C:2]1[CH:3]=[CH:4][C:5]([OH:10])=[C:6]([CH:9]=1)[CH:7]=O.[NH2:11]OS(O)(=O)=O, predict the reaction product. The product is: [Cl:1][C:2]1[CH:3]=[CH:4][C:5]([OH:10])=[C:6]([CH:9]=1)[C:7]#[N:11]. (8) Given the reactants [CH2:1]([O:8][C:9]1[CH:18]=[CH:17][C:16]2[C:11](=[CH:12][CH:13]=[CH:14][CH:15]=2)[C:10]=1[CH:19]([O:25][C:26]([CH3:29])([CH3:28])[CH3:27])[C:20]([O:22]CC)=[O:21])[C:2]1[CH:7]=[CH:6][CH:5]=[CH:4][CH:3]=1.[OH-].[K+], predict the reaction product. The product is: [CH2:1]([O:8][C:9]1[CH:18]=[CH:17][C:16]2[C:11](=[CH:12][CH:13]=[CH:14][CH:15]=2)[C:10]=1[CH:19]([O:25][C:26]([CH3:29])([CH3:28])[CH3:27])[C:20]([OH:22])=[O:21])[C:2]1[CH:3]=[CH:4][CH:5]=[CH:6][CH:7]=1.